Dataset: Full USPTO retrosynthesis dataset with 1.9M reactions from patents (1976-2016). Task: Predict the reactants needed to synthesize the given product. (1) Given the product [OH:32][C:30]1[CH:31]=[C:26]([CH:27]=[CH:28][C:29]=1[N+:33]([O-:35])=[O:34])[O:1][C:2]1[CH:3]=[CH:4][C:5]([C:8]23[CH2:15][CH:14]4[CH2:13][CH:12]([CH2:11][C:10]([C:18]5[CH:19]=[CH:20][C:21]([O:24][C:26]6[CH:27]=[CH:28][C:29]([N+:33]([O-:35])=[O:34])=[C:36]([OH:39])[CH:31]=6)=[CH:22][CH:23]=5)([CH2:16]4)[CH2:9]2)[CH2:17]3)=[CH:6][CH:7]=1, predict the reactants needed to synthesize it. The reactants are: [OH:1][C:2]1[CH:7]=[CH:6][C:5]([C:8]23[CH2:17][CH:12]4[CH2:13][CH:14]([CH2:16][C:10]([C:18]5[CH:23]=[CH:22][C:21]([OH:24])=[CH:20][CH:19]=5)([CH2:11]4)[CH2:9]2)[CH2:15]3)=[CH:4][CH:3]=1.F[C:26]1[CH:27]=[CH:28][C:29]([N+:33]([O-:35])=[O:34])=[C:30]([OH:32])[CH:31]=1.[C:36]([O-:39])([O-])=O.[K+].[K+].Cl. (2) Given the product [CH3:1][O:2][C:3]([CH:5]([CH:15]1[CH2:16][CH2:17][N:18]([C:21]([O:23][CH2:24][C:25]2[CH:30]=[CH:29][CH:28]=[CH:27][CH:26]=2)=[O:22])[CH2:19][CH2:20]1)[CH2:6][C:7](=[O:32])[C:9]1[CH:10]=[CH:11][CH:12]=[CH:13][CH:14]=1)=[O:4], predict the reactants needed to synthesize it. The reactants are: [CH3:1][O:2][C:3]([CH:5]([CH:15]1[CH2:20][CH2:19][N:18]([C:21]([O:23][CH2:24][C:25]2[CH:30]=[CH:29][CH:28]=[CH:27][CH:26]=2)=[O:22])[CH2:17][CH2:16]1)[CH2:6][C:7]([C:9]1[CH:14]=[CH:13][CH:12]=[CH:11][CH:10]=1)=C)=[O:4].I([O-])(=O)(=O)=[O:32].[Na+].S([O-])([O-])=O.[Na+].[Na+].C(=O)(O)[O-].[Na+]. (3) Given the product [CH2:8]([N:4]1[C:12](=[O:13])[C:11]2[C:15](=[CH:16][CH:17]=[CH:18][C:10]=2[CH3:9])[C:2]2[CH:8]=[CH:7][CH:6]=[CH:5][C:3]1=2)[CH2:2][CH2:3][CH3:5], predict the reactants needed to synthesize it. The reactants are: Br[C:2]1[CH:8]=[CH:7][CH:6]=[CH:5][C:3]=1[NH2:4].[CH3:9][C:10]1[CH:18]=[CH:17][CH:16]=[CH:15][C:11]=1[C:12](Cl)=[O:13].